Dataset: Reaction yield outcomes from USPTO patents with 853,638 reactions. Task: Predict the reaction yield, written as a fraction of the theoretical maximum amount of product (1.0 means a 100% yield; for example, 0.34 means a 34% yield). (1) The reactants are [CH:1]([N:4]([CH3:30])[C:5]1[C:6]([C:19]2[CH:20]=[N:21][C:22]([N:25]3[CH2:29][CH2:28][CH2:27][CH2:26]3)=[CH:23][CH:24]=2)=[N:7][C:8]2[C:13]([N:14]=1)=[CH:12][C:11]([C:15]([O:17]C)=[O:16])=[CH:10][CH:9]=2)([CH3:3])[CH3:2].[OH-].[Na+].O. The catalyst is CO. The product is [CH:1]([N:4]([CH3:30])[C:5]1[C:6]([C:19]2[CH:20]=[N:21][C:22]([N:25]3[CH2:29][CH2:28][CH2:27][CH2:26]3)=[CH:23][CH:24]=2)=[N:7][C:8]2[C:13]([N:14]=1)=[CH:12][C:11]([C:15]([OH:17])=[O:16])=[CH:10][CH:9]=2)([CH3:3])[CH3:2]. The yield is 0.480. (2) The reactants are [NH2:1][C:2]1[CH:7]=[CH:6][C:5]([N+:8]([O-:10])=[O:9])=[CH:4][C:3]=1[OH:11].C(=O)([O-])[O-].[K+].[K+].Br[C:19]([CH3:26])([CH3:25])[C:20](OCC)=[O:21].O. The catalyst is CS(C)=O. The product is [CH3:25][C:19]1([CH3:26])[C:20](=[O:21])[NH:1][C:2]2[CH:7]=[CH:6][C:5]([N+:8]([O-:10])=[O:9])=[CH:4][C:3]=2[O:11]1. The yield is 1.21. (3) The reactants are Cl.[CH2:2]([NH:6][CH2:7][CH2:8][C:9]([C:11]1[S:12][CH:13]=[CH:14][CH:15]=1)=[O:10])[CH:3]([CH3:5])[CH3:4].C(O)C.[OH-].[Na+].[Na]. The catalyst is CC(C)=O. The product is [CH2:2]([NH:6][CH2:7][CH2:8][CH:9]([C:11]1[S:12][CH:13]=[CH:14][CH:15]=1)[OH:10])[CH:3]([CH3:5])[CH3:4]. The yield is 0.760. (4) The reactants are Cl.[CH3:2][O:3][C:4](=[O:8])[C@H:5]([CH3:7])[NH2:6].C(N(CC)CC)C.[Cl:16][C:17]1[CH:18]=[C:19]([CH:22]=[CH:23][C:24]=1[Cl:25])[CH:20]=O.S([O-])([O-])(=O)=O.[Mg+2]. The catalyst is C(Cl)Cl. The product is [CH3:2][O:3][C:4](=[O:8])[CH:5]([N:6]=[CH:20][C:19]1[CH:22]=[CH:23][C:24]([Cl:25])=[C:17]([Cl:16])[CH:18]=1)[CH3:7]. The yield is 0.924. (5) The reactants are [CH3:1][O:2][C:3](=[O:29])[C:4]1[CH:9]=[CH:8][CH:7]=[C:6]([CH2:10][N:11]([C:22]2[CH:27]=[CH:26][CH:25]=[CH:24][C:23]=2I)[C:12](=[O:21])[C:13]#[C:14][C:15]2[CH:20]=[CH:19][CH:18]=[CH:17][CH:16]=2)[CH:5]=1.[Br-].[CH3:31][CH:32]([CH3:36])[CH2:33][CH2:34][Zn+]. The catalyst is C(Cl)Cl.C(OCC)(=O)C. The product is [CH3:1][O:2][C:3](=[O:29])[C:4]1[CH:9]=[CH:8][CH:7]=[C:6]([CH2:10][N:11]2[C:22]3[C:27](=[CH:26][CH:25]=[CH:24][CH:23]=3)/[C:13](=[C:14](/[C:15]3[CH:20]=[CH:19][CH:18]=[CH:17][CH:16]=3)\[CH2:34][CH2:33][CH:32]([CH3:36])[CH3:31])/[C:12]2=[O:21])[CH:5]=1. The yield is 0.280. (6) The reactants are [C:1]([C:3]1[CH:8]=[CH:7][CH:6]=[CH:5][C:4]=1[C:9]1[CH:14]=[CH:13][C:12]([CH2:15][CH:16]([C:22](=O)[CH2:23][CH2:24][CH3:25])[C:17](OCC)=[O:18])=[CH:11][CH:10]=1)#[N:2].[CH3:27][O:28][CH2:29][CH:30]([NH:32][C:33]1[NH:37][C:36]([CH3:38])=[N:35][N:34]=1)[CH3:31]. No catalyst specified. The product is [CH3:27][O:28][CH2:29][CH:30]([N:32]1[C:17](=[O:18])[C:16]([CH2:15][C:12]2[CH:13]=[CH:14][C:9]([C:4]3[C:3]([C:1]#[N:2])=[CH:8][CH:7]=[CH:6][CH:5]=3)=[CH:10][CH:11]=2)=[C:22]([CH2:23][CH2:24][CH3:25])[N:34]2[N:35]=[C:36]([CH3:38])[N:37]=[C:33]12)[CH3:31]. The yield is 0.520. (7) The reactants are C([O-])([O-])=O.[Cs+].[Cs+].Cl.Cl[CH2:9][CH2:10][N:11]1[CH2:15][CH2:14][CH2:13][CH2:12]1.[Cl:16][C:17]1[CH:22]=[C:21]([N+:23]([O-:25])=[O:24])[CH:20]=[CH:19][C:18]=1[OH:26]. The catalyst is CN(C=O)C. The product is [Cl:16][C:17]1[CH:22]=[C:21]([N+:23]([O-:25])=[O:24])[CH:20]=[CH:19][C:18]=1[O:26][CH2:9][CH2:10][N:11]1[CH2:15][CH2:14][CH2:13][CH2:12]1. The yield is 0.310.